Dataset: Forward reaction prediction with 1.9M reactions from USPTO patents (1976-2016). Task: Predict the product of the given reaction. (1) Given the reactants [BH4-].[Na+].B(F)(F)F.CC[O:9]CC.[CH2:12]([O:19][C:20]1[CH:25]=[CH:24][C:23]([C:26]2[CH2:31][CH2:30][N:29]([C:32]([O:34][C:35]([CH3:38])([CH3:37])[CH3:36])=[O:33])[CH2:28][CH:27]=2)=[CH:22][C:21]=1[F:39])[C:13]1[CH:18]=[CH:17][CH:16]=[CH:15][CH:14]=1.[OH-].[Na+].OO, predict the reaction product. The product is: [CH2:12]([O:19][C:20]1[CH:25]=[CH:24][C:23]([C@H:26]2[CH2:31][CH2:30][N:29]([C:32]([O:34][C:35]([CH3:36])([CH3:38])[CH3:37])=[O:33])[CH2:28][C@@H:27]2[OH:9])=[CH:22][C:21]=1[F:39])[C:13]1[CH:14]=[CH:15][CH:16]=[CH:17][CH:18]=1. (2) Given the reactants Br[C:2]1[CH:10]=[CH:9][C:5]2=[N:6][O:7][N:8]=[C:4]2[CH:3]=1.[Cl-].[Li+].[CH2:13]([Sn](CCCC)(CCCC)CCCC)[CH:14]=[CH2:15].C1(C)C=CC=CC=1, predict the reaction product. The product is: [CH2:15]([C:2]1[CH:10]=[CH:9][C:5]2=[N:6][O:7][N:8]=[C:4]2[CH:3]=1)[CH:14]=[CH2:13]. (3) Given the reactants [N:1]1[CH:6]=[CH:5][C:4]([C:7]2[CH:12]=[CH:11][C:10]([C:13]3[O:14][C:15]4[C:21]([C:22]([O:24]C)=O)=[CH:20][CH:19]=[CH:18][C:16]=4[N:17]=3)=[CH:9][CH:8]=2)=[CH:3][CH:2]=1.[NH3:26], predict the reaction product. The product is: [N:1]1[CH:2]=[CH:3][C:4]([C:7]2[CH:8]=[CH:9][C:10]([C:13]3[O:14][C:15]4[C:21]([C:22]([NH2:26])=[O:24])=[CH:20][CH:19]=[CH:18][C:16]=4[N:17]=3)=[CH:11][CH:12]=2)=[CH:5][CH:6]=1. (4) Given the reactants [Cl:1][C:2]1[CH:3]=[CH:4][C:5]([O:24][C:25]2[CH:30]=[CH:29][C:28]([F:31])=[CH:27][C:26]=2[F:32])=[C:6]([C:8]2[NH:9][C:10]([CH3:23])=[C:11]3[C:16]=2[CH:15]=[C:14]([C:17]([O:19]CC)=[O:18])[NH:13][C:12]3=[O:22])[CH:7]=1.[OH-].[Li+].Cl, predict the reaction product. The product is: [Cl:1][C:2]1[CH:3]=[CH:4][C:5]([O:24][C:25]2[CH:30]=[CH:29][C:28]([F:31])=[CH:27][C:26]=2[F:32])=[C:6]([C:8]2[NH:9][C:10]([CH3:23])=[C:11]3[C:16]=2[CH:15]=[C:14]([C:17]([OH:19])=[O:18])[NH:13][C:12]3=[O:22])[CH:7]=1. (5) Given the reactants [Cl:1][C:2]1[N:3]=[CH:4][N:5](COCC[Si](C)(C)C)[C:6]=1[C:7]([NH:9][CH2:10][C:11]1[CH:16]=[CH:15][C:14]([Cl:17])=[C:13]([O:18][C:19]2[CH:24]=[C:23]([CH:25]3[CH2:27][CH2:26]3)[CH:22]=[C:21]([Cl:28])[CH:20]=2)[C:12]=1[F:29])=[O:8].C(O)(C(F)(F)F)=O, predict the reaction product. The product is: [Cl:1][C:2]1[N:3]=[CH:4][NH:5][C:6]=1[C:7]([NH:9][CH2:10][C:11]1[CH:16]=[CH:15][C:14]([Cl:17])=[C:13]([O:18][C:19]2[CH:24]=[C:23]([CH:25]3[CH2:27][CH2:26]3)[CH:22]=[C:21]([Cl:28])[CH:20]=2)[C:12]=1[F:29])=[O:8].